Dataset: Peptide-MHC class I binding affinity with 185,985 pairs from IEDB/IMGT. Task: Regression. Given a peptide amino acid sequence and an MHC pseudo amino acid sequence, predict their binding affinity value. This is MHC class I binding data. (1) The peptide sequence is EFDNYRGTI. The MHC is HLA-B40:01 with pseudo-sequence HLA-B40:01. The binding affinity (normalized) is 0.102. (2) The peptide sequence is AYLVFRTQV. The MHC is H-2-Kd with pseudo-sequence H-2-Kd. The binding affinity (normalized) is 0.302. (3) The MHC is HLA-A01:01 with pseudo-sequence HLA-A01:01. The peptide sequence is EFSSNVANY. The binding affinity (normalized) is 0.138. (4) The peptide sequence is YRIMTRGLL. The binding affinity (normalized) is 0.0847. The MHC is HLA-A02:03 with pseudo-sequence HLA-A02:03. (5) The peptide sequence is GEVGLDLTV. The MHC is HLA-B15:01 with pseudo-sequence HLA-B15:01. The binding affinity (normalized) is 0.0847. (6) The peptide sequence is TGILQLPRD. The MHC is HLA-A24:02 with pseudo-sequence HLA-A24:02. The binding affinity (normalized) is 0. (7) The peptide sequence is KLYVNGKAY. The MHC is HLA-B15:09 with pseudo-sequence HLA-B15:09. The binding affinity (normalized) is 0.0847.